Dataset: Reaction yield outcomes from USPTO patents with 853,638 reactions. Task: Predict the reaction yield, written as a fraction of the theoretical maximum amount of product (1.0 means a 100% yield; for example, 0.34 means a 34% yield). The yield is 0.790. The product is [Br:30][C:31]1[CH:39]=[CH:38][CH:37]=[C:36]2[C:32]=1[CH2:33][N:34]([C:18]([O:1][C@H:2]1[CH2:6][N:5]([C:7]([O:9][C:10]([CH3:11])([CH3:12])[CH3:13])=[O:8])[C@H:4]([C:14]([O:16][CH3:17])=[O:15])[CH2:3]1)=[O:19])[CH2:35]2. The reactants are [OH:1][C@H:2]1[CH2:6][N:5]([C:7]([O:9][C:10]([CH3:13])([CH3:12])[CH3:11])=[O:8])[C@H:4]([C:14]([O:16][CH3:17])=[O:15])[CH2:3]1.[C:18](C1NC=CN=1)(C1NC=CN=1)=[O:19].[Br:30][C:31]1[C:32]2[C:36]([CH:37]=[CH:38][CH:39]=1)=[CH:35][NH:34][CH:33]=2. The catalyst is CN(C)C(=O)C.